This data is from Forward reaction prediction with 1.9M reactions from USPTO patents (1976-2016). The task is: Predict the product of the given reaction. (1) Given the reactants [CH3:1][O:2][C:3]1[CH:4]=[C:5]2[O:9][C:8]([C:10]3[CH:15]=[CH:14][CH:13]=[CH:12][CH:11]=3)=[N:7][C:6]2=[C:16]([C:18]([OH:20])=O)[CH:17]=1.Cl.C(N=C=NCCCN(C)C)C.ON1C2C=CC=CC=2N=N1.Cl.Cl.[NH2:45][C@H:46]1[CH:51]2[CH2:52][CH2:53][N:48]([CH2:49][CH2:50]2)[CH2:47]1.C(N(CC)CC)C, predict the reaction product. The product is: [N:48]12[CH2:53][CH2:52][CH:51]([CH2:50][CH2:49]1)[C@H:46]([NH:45][C:18]([C:16]1[CH:17]=[C:3]([O:2][CH3:1])[CH:4]=[C:5]3[O:9][C:8]([C:10]4[CH:11]=[CH:12][CH:13]=[CH:14][CH:15]=4)=[N:7][C:6]=13)=[O:20])[CH2:47]2. (2) Given the reactants [F:1][C:2]([F:11])([F:10])[C:3]1[CH:8]=[CH:7][CH:6]=[CH:5][C:4]=1[SH:9].C(=O)([O-])[O-].[K+].[K+].[C:18]([C:20]1[CH:21]=[C:22]([S:27]([N:30](CC2C=CC(OC)=CC=2OC)[C:31]2[S:35][N:34]=[CH:33][N:32]=2)(=[O:29])=[O:28])[CH:23]=[CH:24][C:25]=1F)#[N:19].Cl, predict the reaction product. The product is: [C:18]([C:20]1[CH:21]=[C:22]([S:27]([NH:30][C:31]2[S:35][N:34]=[CH:33][N:32]=2)(=[O:29])=[O:28])[CH:23]=[CH:24][C:25]=1[S:9][C:4]1[CH:5]=[CH:6][CH:7]=[CH:8][C:3]=1[C:2]([F:1])([F:10])[F:11])#[N:19]. (3) Given the reactants [OH:1][C:2]1[CH:11]=[C:10]2[C:5]([C:6]([O:12][C:13]3[CH:14]=[C:15]4[C:19](=[CH:20][CH:21]=3)[NH:18][C:17]([CH3:22])=[CH:16]4)=[N:7][CH:8]=[N:9]2)=[CH:4][C:3]=1[O:23][CH3:24].[CH3:25][N:26]1[CH2:31][CH2:30][CH2:29][CH:28]([CH2:32]O)[CH2:27]1, predict the reaction product. The product is: [CH3:24][O:23][C:3]1[CH:4]=[C:5]2[C:10](=[CH:11][C:2]=1[O:1][CH2:32][CH:28]1[CH2:29][CH2:30][CH2:31][N:26]([CH3:25])[CH2:27]1)[N:9]=[CH:8][N:7]=[C:6]2[O:12][C:13]1[CH:14]=[C:15]2[C:19](=[CH:20][CH:21]=1)[NH:18][C:17]([CH3:22])=[CH:16]2. (4) Given the reactants [CH2:1]([O:3][C:4](=[O:20])[C:5](=O)[CH2:6][C:7](=[O:18])[CH2:8][C:9]([C:11]1[CH:16]=[C:15]([Cl:17])[CH:14]=[CH:13][N:12]=1)=O)[CH3:2].C([O-])(=O)C.[NH4+:25], predict the reaction product. The product is: [CH2:1]([O:3][C:4]([C:5]1[N:25]=[C:9]([C:11]2[CH:16]=[C:15]([Cl:17])[CH:14]=[CH:13][N:12]=2)[CH:8]=[C:7]([OH:18])[CH:6]=1)=[O:20])[CH3:2].